Task: Predict which catalyst facilitates the given reaction.. Dataset: Catalyst prediction with 721,799 reactions and 888 catalyst types from USPTO (1) Reactant: [I-].[CH3:2][S+](C)C.[H-].[Na+].[Br:8][C:9]1[CH:14]=[CH:13][C:12]([C:15]([C:17]2[CH:22]=[CH:21][CH:20]=[CH:19][CH:18]=2)=[O:16])=[CH:11][CH:10]=1. Product: [Br:8][C:9]1[CH:10]=[CH:11][C:12]([C:15]2([C:17]3[CH:18]=[CH:19][CH:20]=[CH:21][CH:22]=3)[CH2:2][O:16]2)=[CH:13][CH:14]=1. The catalyst class is: 1. (2) Reactant: C([O:8][C:9]1[C:10]([C:35]([O:37][CH3:38])=[O:36])=[N:11][C:12]([C:15]#[C:16][CH2:17][NH:18][C:19]2[C:28]3[C:23](=[CH:24][CH:25]=[C:26](Cl)[CH:27]=3)[N:22]=[C:21]3[CH2:30][CH2:31][CH2:32][CH2:33][CH2:34][C:20]=23)=[CH:13][CH:14]=1)C1C=CC=CC=1. Product: [OH:8][C:9]1[C:10]([C:35]([O:37][CH3:38])=[O:36])=[N:11][C:12]([CH2:15][CH2:16][CH2:17][NH:18][C:19]2[C:28]3[C:23](=[CH:24][CH:25]=[CH:26][CH:27]=3)[N:22]=[C:21]3[CH2:30][CH2:31][CH2:32][CH2:33][CH2:34][C:20]=23)=[CH:13][CH:14]=1. The catalyst class is: 14. (3) Reactant: [Cl:1][C:2]1[CH:3]=[C:4]([CH:8]=[CH:9][C:10]=1[O:11][CH3:12])[C:5]([OH:7])=O.CCN=C=NCCCN(C)C.C1C=C2N=NN(O)C2=CC=1.O.[C:35]([NH2:44])([C:38]1[CH:43]=[CH:42][CH:41]=[CH:40][CH:39]=1)([CH3:37])[CH3:36]. Product: [Cl:1][C:2]1[CH:3]=[C:4]([CH:8]=[CH:9][C:10]=1[O:11][CH3:12])[C:5]([NH:44][C:35]([CH3:37])([C:38]1[CH:43]=[CH:42][CH:41]=[CH:40][CH:39]=1)[CH3:36])=[O:7]. The catalyst class is: 18.